From a dataset of Full USPTO retrosynthesis dataset with 1.9M reactions from patents (1976-2016). Predict the reactants needed to synthesize the given product. (1) The reactants are: [C:1]([C:3]1[CH:4]=[C:5]([C:9]2[CH:14]=[CH:13][C:12]([C:15]([CH3:20])([CH3:19])[C:16]([OH:18])=O)=[CH:11][CH:10]=2)[CH:6]=[N:7][CH:8]=1)#[N:2].[CH3:21][CH:22](C)[C@H:23]([NH2:25])[CH3:24]. Given the product [C@H:23]([NH:25][C:16](=[O:18])[C:15]([C:12]1[CH:11]=[CH:10][C:9]([C:5]2[CH:6]=[N:7][CH:8]=[C:3]([C:1]#[N:2])[CH:4]=2)=[CH:14][CH:13]=1)([CH3:20])[CH3:19])([CH2:22][CH3:21])[CH3:24], predict the reactants needed to synthesize it. (2) Given the product [Cl:1][C:2]1[CH:3]=[CH:4][C:5]([F:19])=[C:6]([C:8]2[N:17]=[C:16]([NH:20][C:21]3[CH:26]=[CH:25][N:24]=[CH:23][C:22]=3[CH3:27])[C:15]3[C:10](=[N:11][CH:12]=[CH:13][N:14]=3)[N:9]=2)[CH:7]=1, predict the reactants needed to synthesize it. The reactants are: [Cl:1][C:2]1[CH:3]=[CH:4][C:5]([F:19])=[C:6]([C:8]2[NH:17][C:16](=O)[C:15]3[C:10](=[N:11][CH:12]=[CH:13][N:14]=3)[N:9]=2)[CH:7]=1.[NH2:20][C:21]1[CH:26]=[CH:25][N:24]=[CH:23][C:22]=1[CH3:27].C(N(C1C=CN=CC=1)C1C2C(=NC=CN=2)N=C(C2C=C(Br)C=CC=2F)N=1)CCC. (3) Given the product [CH2:19]([N:21]([CH3:23])[CH:22]=[N:10][C:9]1[CH:11]=[C:12]([CH3:13])[C:6]([O:5][C:4]2[CH:15]=[CH:16][C:17]([Cl:18])=[C:2]([Cl:1])[CH:3]=2)=[CH:7][C:8]=1[CH3:14])[CH3:20], predict the reactants needed to synthesize it. The reactants are: [Cl:1][C:2]1[CH:3]=[C:4]([CH:15]=[CH:16][C:17]=1[Cl:18])[O:5][C:6]1[C:12]([CH3:13])=[CH:11][C:9]([NH2:10])=[C:8]([CH3:14])[CH:7]=1.[CH2:19]([NH:21][CH3:22])[CH3:20].[CH:23](OC)(OC)OC. (4) The reactants are: [CH2:1]([O:3][CH:4]=[CH:5][C:6](=O)[C:7]([O-])=O)[CH3:2].C([O-])(=O)C.[NH4+:15].O=[C:17]([CH3:24])[CH2:18][C:19]([O:21][CH2:22][CH3:23])=[O:20].[OH2:25]. Given the product [CH3:24][C:17]1[N:15]=[C:5]([C:4]([O:3][CH2:1][CH3:2])=[O:25])[CH:6]=[CH:7][C:18]=1[C:19]([O:21][CH2:22][CH3:23])=[O:20], predict the reactants needed to synthesize it. (5) Given the product [Cl:1][C:2]1[C:3](=[O:32])[C:4]([NH:12][C:13]2[C:22]3[C:17](=[CH:18][C:19]([O:25][CH2:26][CH2:27][O:28][CH3:29])=[C:20]([O:23][CH3:24])[CH:21]=3)[N:16]=[CH:15][N:37]=2)=[CH:5][C:6](=[O:10])[C:7]=1[O:8][CH3:9], predict the reactants needed to synthesize it. The reactants are: [Cl:1][C:2]1[C:3]([O:32]C)=[C:4]([NH:12][C:13]2[C:22]3[C:17](=[CH:18][C:19]([O:25][CH2:26][CH2:27][O:28][CH3:29])=[C:20]([O:23][CH3:24])[CH:21]=3)[N:16]=[CH:15]C=2C#N)[CH:5]=[C:6]([O:10]C)[C:7]=1[O:8][CH3:9].O.C(#[N:37])C.